From a dataset of Peptide-MHC class II binding affinity with 134,281 pairs from IEDB. Regression. Given a peptide amino acid sequence and an MHC pseudo amino acid sequence, predict their binding affinity value. This is MHC class II binding data. (1) The peptide sequence is DAYICAIRRAKSFIY. The MHC is DRB1_1101 with pseudo-sequence DRB1_1101. The binding affinity (normalized) is 0.804. (2) The peptide sequence is KKWRDVPYLTKRQDK. The MHC is DRB5_0101 with pseudo-sequence DRB5_0101. The binding affinity (normalized) is 0.834. (3) The peptide sequence is VVLGLATSPTAEGGK. The MHC is DRB1_0802 with pseudo-sequence DRB1_0802. The binding affinity (normalized) is 0.722. (4) The peptide sequence is KLPWKNESSIKVIKQ. The MHC is DRB5_0101 with pseudo-sequence QEFFIASGAAVDAIMQDYFHDYDFDRATYHVGFT. The binding affinity (normalized) is 0.308. (5) The peptide sequence is AFKVAATAAYAAPAN. The MHC is HLA-DPA10103-DPB10301 with pseudo-sequence HLA-DPA10103-DPB10301. The binding affinity (normalized) is 0.752. (6) The peptide sequence is SGNLVMFQMQDHQLI. The MHC is DRB1_0701 with pseudo-sequence DRB1_0701. The binding affinity (normalized) is 0.370.